This data is from Peptide-MHC class II binding affinity with 134,281 pairs from IEDB. The task is: Regression. Given a peptide amino acid sequence and an MHC pseudo amino acid sequence, predict their binding affinity value. This is MHC class II binding data. (1) The peptide sequence is EVDISVVVQDPKNVY. The MHC is HLA-DQA10501-DQB10402 with pseudo-sequence HLA-DQA10501-DQB10402. The binding affinity (normalized) is 0.436. (2) The peptide sequence is YDKFLANVSTVRTGK. The MHC is DRB1_1602 with pseudo-sequence DRB1_1602. The binding affinity (normalized) is 0.731. (3) The peptide sequence is GGSILKISNKFHTKG. The MHC is DRB1_0404 with pseudo-sequence DRB1_0404. The binding affinity (normalized) is 0.769. (4) The peptide sequence is DSEEPLQGPFNFRFL. The MHC is DRB4_0101 with pseudo-sequence DRB4_0103. The binding affinity (normalized) is 0.237. (5) The MHC is DRB1_1101 with pseudo-sequence DRB1_1101. The peptide sequence is KNPLKFDNTYFTELL. The binding affinity (normalized) is 0.0527. (6) The peptide sequence is ENPVVHFFKAIVTPRTP. The MHC is DRB1_0404 with pseudo-sequence DRB1_0404. The binding affinity (normalized) is 0.778. (7) The MHC is DRB1_0802 with pseudo-sequence DRB1_0802. The peptide sequence is YDKFLANNSTVLTGK. The binding affinity (normalized) is 0.523. (8) The peptide sequence is GWIISNIFGAIPVLG. The MHC is DRB1_0101 with pseudo-sequence DRB1_0101. The binding affinity (normalized) is 0.624. (9) The peptide sequence is GKTKEGVLYVGSKTK. The MHC is HLA-DPA10103-DPB10301 with pseudo-sequence HLA-DPA10103-DPB10301. The binding affinity (normalized) is 0.